This data is from Reaction yield outcomes from USPTO patents with 853,638 reactions. The task is: Predict the reaction yield, written as a fraction of the theoretical maximum amount of product (1.0 means a 100% yield; for example, 0.34 means a 34% yield). (1) The reactants are [F:1][C:2]1[CH:10]=[CH:9][C:5]([C:6]([OH:8])=[O:7])=[C:4]([OH:11])[CH:3]=1.S(=O)(=O)(O)O.[CH2:17](O)[CH3:18]. No catalyst specified. The product is [CH2:17]([O:7][C:6](=[O:8])[C:5]1[CH:9]=[CH:10][C:2]([F:1])=[CH:3][C:4]=1[OH:11])[CH3:18]. The yield is 0.850. (2) No catalyst specified. The product is [CH:18]1([N:22]2[CH2:23][CH2:24][CH:25]([CH2:28][C:29]3[O:14][C:13]([C:6]4[C:7]5[C:12](=[CH:11][CH:10]=[CH:9][CH:8]=5)[N:4]([CH:1]([CH3:3])[CH3:2])[N:5]=4)=[N:15][N:16]=3)[CH2:26][CH2:27]2)[CH2:19][CH2:20][CH2:21]1. The yield is 0.300. The reactants are [CH:1]([N:4]1[C:12]2[C:7](=[CH:8][CH:9]=[CH:10][CH:11]=2)[C:6]([C:13]([NH:15][NH2:16])=[O:14])=[N:5]1)([CH3:3])[CH3:2].Cl.[CH:18]1([N:22]2[CH2:27][CH2:26][CH:25]([CH2:28][C:29](O)=O)[CH2:24][CH2:23]2)[CH2:21][CH2:20][CH2:19]1.P(Cl)(Cl)(Cl)=O. (3) The reactants are [CH3:1][O:2][C:3]1[CH:4]=[C:5]([C:9]2[C:14]([CH2:15]O)=[CH:13][CH:12]=[CH:11][N:10]=2)[CH:6]=[CH:7][CH:8]=1.S(Cl)([Cl:19])=O. No catalyst specified. The product is [Cl:19][CH2:15][C:14]1[C:9]([C:5]2[CH:6]=[CH:7][CH:8]=[C:3]([O:2][CH3:1])[CH:4]=2)=[N:10][CH:11]=[CH:12][CH:13]=1. The yield is 0.550. (4) The reactants are C[O:2][C:3]([C:5]1([C:8]2[CH:9]=[CH:10][C:11]3[O:15][CH:14]=[N:13][C:12]=3[CH:16]=2)[CH2:7][CH2:6]1)=[O:4].[Al+3].[Cl-].[Cl-].[Cl-].O. The catalyst is CCS. The product is [O:15]1[C:11]2[CH:10]=[CH:9][C:8]([C:5]3([C:3]([OH:4])=[O:2])[CH2:7][CH2:6]3)=[CH:16][C:12]=2[N:13]=[CH:14]1. The yield is 0.110.